This data is from Catalyst prediction with 721,799 reactions and 888 catalyst types from USPTO. The task is: Predict which catalyst facilitates the given reaction. Product: [C:1]([O:5][C:6]([NH:8][CH:9]1[CH:14]([O:15][Si:35]([C:32]([CH3:34])([CH3:33])[CH3:31])([CH3:37])[CH3:36])[CH2:13][CH2:12][N:11]([C:16]([O:18][CH2:19][C:20]2[CH:25]=[CH:24][CH:23]=[CH:22][CH:21]=2)=[O:17])[CH2:10]1)=[O:7])([CH3:4])([CH3:2])[CH3:3]. The catalyst class is: 154. Reactant: [C:1]([O:5][C:6]([NH:8][CH:9]1[CH:14]([OH:15])[CH2:13][CH2:12][N:11]([C:16]([O:18][CH2:19][C:20]2[CH:25]=[CH:24][CH:23]=[CH:22][CH:21]=2)=[O:17])[CH2:10]1)=[O:7])([CH3:4])([CH3:3])[CH3:2].N1C=CN=C1.[CH3:31][C:32]([Si:35](Cl)([CH3:37])[CH3:36])([CH3:34])[CH3:33].